This data is from Catalyst prediction with 721,799 reactions and 888 catalyst types from USPTO. The task is: Predict which catalyst facilitates the given reaction. (1) Reactant: [Cl:1][C:2]1[C:7]([Cl:8])=[C:6]([S:9](=[O:19])(=[O:18])[NH:10][C@@H:11]([CH2:16][CH3:17])[C:12]([F:15])([F:14])[F:13])[CH:5]=[CH:4][C:3]=1[C:20]1[S:24][C:23]([C:25]2[O:29][C:28]([CH2:30][C:31]([CH3:37])([CH3:36])[C:32]([O:34]C)=[O:33])=[N:27][N:26]=2)=[N:22][C:21]=1[CH2:38][N:39]1[CH2:44][CH2:43][CH2:42][C:41]([F:46])([F:45])[CH2:40]1.O[Li].O. Product: [Cl:1][C:2]1[C:7]([Cl:8])=[C:6]([S:9](=[O:18])(=[O:19])[NH:10][C@@H:11]([CH2:16][CH3:17])[C:12]([F:13])([F:15])[F:14])[CH:5]=[CH:4][C:3]=1[C:20]1[S:24][C:23]([C:25]2[O:29][C:28]([CH2:30][C:31]([CH3:37])([CH3:36])[C:32]([OH:34])=[O:33])=[N:27][N:26]=2)=[N:22][C:21]=1[CH2:38][N:39]1[CH2:44][CH2:43][CH2:42][C:41]([F:45])([F:46])[CH2:40]1. The catalyst class is: 24. (2) Reactant: [OH:1][CH2:2][C:3]([CH2:8][OH:9])([CH2:6][OH:7])[CH2:4][OH:5].[OH-].[K+].[CH2:12](Br)[CH:13]=[CH2:14]. Product: [CH2:14]([O:1][CH2:2][C:3]([CH2:8][OH:9])([CH2:6][OH:7])[CH2:4][OH:5])[CH:13]=[CH2:12]. The catalyst class is: 6. (3) Reactant: C1(P(C2C=CC=CC=2)C2C=CC=CC=2)C=CC=CC=1.[CH2:20]([Sn:24]([CH2:34][CH2:35][CH2:36][CH3:37])([CH2:30][CH2:31][CH2:32][CH3:33])/[C:25](/[CH3:29])=[CH:26]\[CH2:27][OH:28])[CH2:21][CH2:22][CH3:23].[Cl:38][C:39]1[CH:44]=[CH:43][C:42]([N:45]2[CH:49]=[CH:48][C:47](O)=[N:46]2)=[CH:41][CH:40]=1. Product: [Cl:38][C:39]1[CH:40]=[CH:41][C:42]([N:45]2[CH:49]=[CH:48][C:47]([O:28][CH2:27]/[CH:26]=[C:25](\[Sn:24]([CH2:20][CH2:21][CH2:22][CH3:23])([CH2:30][CH2:31][CH2:32][CH3:33])[CH2:34][CH2:35][CH2:36][CH3:37])/[CH3:29])=[N:46]2)=[CH:43][CH:44]=1. The catalyst class is: 1. (4) Reactant: [H-].[Na+].[NH:3]1[CH:7]=[CH:6][CH:5]=[N:4]1.I[CH:9]1[CH2:12][N:11]([C:13]([O:15][C:16]([CH3:19])([CH3:18])[CH3:17])=[O:14])[CH2:10]1. Product: [N:3]1([CH:9]2[CH2:10][N:11]([C:13]([O:15][C:16]([CH3:19])([CH3:18])[CH3:17])=[O:14])[CH2:12]2)[CH:7]=[CH:6][CH:5]=[N:4]1. The catalyst class is: 37. (5) Reactant: [OH:1][C:2]1[CH:3]=[C:4]([CH:8]=[C:9]2[C:14](=[O:15])[O:13][C:12]([CH3:17])([CH3:16])[O:11][C:10]2=[O:18])[CH:5]=[CH:6][CH:7]=1.[CH2:19]([Mg]Cl)[CH:20]=[CH2:21]. Product: [OH:1][C:2]1[CH:3]=[C:4]([CH:8]([CH:9]2[C:10](=[O:18])[O:11][C:12]([CH3:16])([CH3:17])[O:13][C:14]2=[O:15])[CH2:21][CH:20]=[CH2:19])[CH:5]=[CH:6][CH:7]=1. The catalyst class is: 1. (6) Reactant: [CH3:1][O:2][C:3](=[O:15])[C:4]1[CH:13]=[CH:12][C:11]([OH:14])=[C:6]([C:7]([O:9][CH3:10])=[O:8])[CH:5]=1.[Br:16]N1C(=O)CCC1=O.O.C(=O)(O)[O-].[Na+]. Product: [CH3:1][O:2][C:3](=[O:15])[C:4]1[CH:13]=[C:12]([Br:16])[C:11]([OH:14])=[C:6]([C:7]([O:9][CH3:10])=[O:8])[CH:5]=1. The catalyst class is: 1. (7) Reactant: C([Li])CCC.C1CCCCC1.Br[C:13]1[CH:18]=[CH:17][C:16]([Br:19])=[CH:15][CH:14]=1.[CH2:20]([C@H:23]1[CH2:27][O:26][CH:25]([C:28]([F:31])([F:30])[F:29])[NH:24]1)[CH2:21][CH3:22]. Product: [Br:19][C:16]1[CH:17]=[CH:18][C:13]([CH:25]([NH:24][C@@H:23]([CH2:20][CH2:21][CH3:22])[CH2:27][OH:26])[C:28]([F:30])([F:29])[F:31])=[CH:14][CH:15]=1. The catalyst class is: 316.